This data is from Catalyst prediction with 721,799 reactions and 888 catalyst types from USPTO. The task is: Predict which catalyst facilitates the given reaction. Reactant: C[O:2][C:3]([C@@:5]12[C:11]([CH3:13])([CH3:12])[C@@H:8]([CH2:9][CH2:10]1)[CH:7]=[C:6]2[C:14]1[C:19]([O:20][CH3:21])=[CH:18][C:17]([C:22]([CH3:30])([CH2:24][CH2:25][CH2:26][CH2:27][CH2:28][CH3:29])[CH3:23])=[CH:16][C:15]=1[O:31][CH3:32])=[O:4].[Li+].[OH-].O. Product: [CH3:32][O:31][C:15]1[CH:16]=[C:17]([C:22]([CH3:30])([CH2:24][CH2:25][CH2:26][CH2:27][CH2:28][CH3:29])[CH3:23])[CH:18]=[C:19]([O:20][CH3:21])[C:14]=1[C:6]1[C@:5]2([C:3]([OH:4])=[O:2])[C:11]([CH3:13])([CH3:12])[C@H:8]([CH:7]=1)[CH2:9][CH2:10]2. The catalyst class is: 24.